Dataset: Catalyst prediction with 721,799 reactions and 888 catalyst types from USPTO. Task: Predict which catalyst facilitates the given reaction. (1) Reactant: [CH3:1][O:2][C:3]1[CH:8]=[CH:7][CH:6]=[CH:5][C:4]=1[N:9]1[CH2:14][CH2:13][C:12]([CH2:23][OH:24])([C:15]2[CH:20]=[CH:19][CH:18]=[C:17]([O:21][CH3:22])[CH:16]=2)[CH2:11][CH2:10]1.[H-].[Na+].[CH3:27]I.[Cl-].[NH4+]. Product: [CH3:27][O:24][CH2:23][C:12]1([C:15]2[CH:20]=[CH:19][CH:18]=[C:17]([O:21][CH3:22])[CH:16]=2)[CH2:13][CH2:14][N:9]([C:4]2[CH:5]=[CH:6][CH:7]=[CH:8][C:3]=2[O:2][CH3:1])[CH2:10][CH2:11]1. The catalyst class is: 7. (2) Reactant: [NH2:1][CH2:2][C:3]([C:5]1[CH:10]=[CH:9][CH:8]=[C:7]([F:11])[CH:6]=1)=[O:4].[CH:12]1([C:18]([CH3:23])([CH3:22])[C:19](Cl)=[O:20])[CH2:17][CH2:16][CH2:15][CH2:14][CH2:13]1.C(N(CC)CC)C. Product: [CH:12]1([C:18]([CH3:23])([CH3:22])[C:19]([NH:1][CH2:2][C:3]([C:5]2[CH:10]=[CH:9][CH:8]=[C:7]([F:11])[CH:6]=2)=[O:4])=[O:20])[CH2:17][CH2:16][CH2:15][CH2:14][CH2:13]1. The catalyst class is: 2. (3) Reactant: [Br-].[O:2]([C:4]1[CH:11]=[CH:10][C:7]([CH2:8][Zn+])=[CH:6][CH:5]=1)[CH3:3].I[C:13]1[CH:18]=[C:17]([CH3:19])[C:16]([C:20]2[N:21]=[C:22]([NH:25][C:26](=[O:33])[C:27]3[CH:32]=[CH:31][N:30]=[CH:29][CH:28]=3)[S:23][CH:24]=2)=[C:15]([CH3:34])[CH:14]=1.C([O-])(O)=O.[Na+]. Product: [CH3:3][O:2][C:4]1[CH:11]=[CH:10][C:7]([CH2:8][C:13]2[CH:14]=[C:15]([CH3:34])[C:16]([C:20]3[N:21]=[C:22]([NH:25][C:26](=[O:33])[C:27]4[CH:28]=[CH:29][N:30]=[CH:31][CH:32]=4)[S:23][CH:24]=3)=[C:17]([CH3:19])[CH:18]=2)=[CH:6][CH:5]=1. The catalyst class is: 1. (4) Product: [Br:5][CH2:2][CH2:12][C:6]1[CH:11]=[CH:10][CH:9]=[CH:8][CH:7]=1. Reactant: Br[C:2]([Br:5])(Br)Br.[C:6]1([CH2:12]CO)[CH:11]=[CH:10][CH:9]=[CH:8][CH:7]=1.C1(P(C2C=CC=CC=2)C2C=CC=CC=2)C=CC=CC=1.N1C=CC=CC=1. The catalyst class is: 4. (5) Product: [NH2:38][C:22]1[C:17]2[C:16]([I:24])=[CH:15][N:14]([C@@H:12]3[O:11][C@H:10]([CH2:25][OH:26])[C@@H:9]([OH:8])[CH2:13]3)[C:18]=2[N:19]=[CH:20][N:21]=1. Reactant: CC1C=CC(C([O:8][C@H:9]2[CH2:13][C@H:12]([N:14]3[C:18]4[N:19]=[CH:20][N:21]=[C:22](Cl)[C:17]=4[C:16]([I:24])=[CH:15]3)[O:11][C@@H:10]2[CH2:25][O:26]C(=O)C2C=CC(C)=CC=2)=O)=CC=1.[NH3:38]. The catalyst class is: 41.